This data is from Reaction yield outcomes from USPTO patents with 853,638 reactions. The task is: Predict the reaction yield, written as a fraction of the theoretical maximum amount of product (1.0 means a 100% yield; for example, 0.34 means a 34% yield). (1) The reactants are [CH:1]([C:4]1[C:5]([O:12][CH2:13][CH2:14][CH3:15])=[C:6]([CH2:10][OH:11])[CH:7]=[CH:8][CH:9]=1)([CH3:3])[CH3:2]. The catalyst is C1C=CC=CC=1.O=[Mn]=O. The product is [CH:1]([C:4]1[C:5]([O:12][CH2:13][CH2:14][CH3:15])=[C:6]([CH:7]=[CH:8][CH:9]=1)[CH:10]=[O:11])([CH3:3])[CH3:2]. The yield is 0.540. (2) The reactants are Cl[C:2]1[CH:3]=[N:4][CH:5]=[C:6]([Cl:17])[C:7]=1[N:8]1[CH2:13][CH2:12][CH:11]([C:14]([NH2:16])=[O:15])[CH2:10][CH2:9]1.[N:18]1[CH:23]=[CH:22][C:21](B(O)O)=[CH:20][CH:19]=1.C(=O)([O-])[O-].[Na+].[Na+]. The catalyst is C1C=CC([P]([Pd]([P](C2C=CC=CC=2)(C2C=CC=CC=2)C2C=CC=CC=2)([P](C2C=CC=CC=2)(C2C=CC=CC=2)C2C=CC=CC=2)[P](C2C=CC=CC=2)(C2C=CC=CC=2)C2C=CC=CC=2)(C2C=CC=CC=2)C2C=CC=CC=2)=CC=1.C(#N)C. The product is [Cl:17][C:6]1[C:7]([N:8]2[CH2:13][CH2:12][CH:11]([C:14]([NH2:16])=[O:15])[CH2:10][CH2:9]2)=[C:2]([C:21]2[CH:22]=[CH:23][N:18]=[CH:19][CH:20]=2)[CH:3]=[N:4][CH:5]=1. The yield is 0.180. (3) The reactants are [Cl:1][C:2]1[CH:3]=[C:4]([C:22]#[N:23])[CH:5]=[C:6]2[C:11]=1[NH:10][CH2:9][CH:8]([NH:12][S:13]([C:16]1[CH:21]=[CH:20][CH:19]=[CH:18][CH:17]=1)(=[O:15])=[O:14])[CH2:7]2.[C:24](Cl)(=[O:31])[C:25]1[CH:30]=[CH:29][CH:28]=[CH:27][CH:26]=1. The catalyst is N1C=CC=CC=1.C(Cl)Cl. The product is [C:24]([N:10]1[C:11]2[C:6](=[CH:5][C:4]([C:22]#[N:23])=[CH:3][C:2]=2[Cl:1])[CH2:7][CH:8]([NH:12][S:13]([C:16]2[CH:21]=[CH:20][CH:19]=[CH:18][CH:17]=2)(=[O:15])=[O:14])[CH2:9]1)(=[O:31])[C:25]1[CH:30]=[CH:29][CH:28]=[CH:27][CH:26]=1. The yield is 0.280. (4) The reactants are [CH3:1][O:2][C:3]1[C:12]2[CH2:13][NH:14][C:15](=[O:16])[C:11]=2[C:10]([O:17][CH2:18][C:19]2[CH:24]=[CH:23][C:22]([O:25][CH3:26])=[CH:21][CH:20]=2)=[C:9]2[C:4]=1[CH:5]=[CH:6][CH:7]=[N:8]2.[H-].[Na+].[F:29][C:30]([F:40])([F:39])[C:31]1[CH:38]=[CH:37][C:34]([CH2:35]Br)=[CH:33][CH:32]=1. The catalyst is CN(C)C=O. The product is [CH3:1][O:2][C:3]1[C:12]2[CH2:13][N:14]([CH2:35][C:34]3[CH:33]=[CH:32][C:31]([C:30]([F:29])([F:39])[F:40])=[CH:38][CH:37]=3)[C:15](=[O:16])[C:11]=2[C:10]([O:17][CH2:18][C:19]2[CH:24]=[CH:23][C:22]([O:25][CH3:26])=[CH:21][CH:20]=2)=[C:9]2[C:4]=1[CH:5]=[CH:6][CH:7]=[N:8]2. The yield is 0.350. (5) The reactants are [CH2:1]([C:8]1[NH:9][C:10]([C:13]([NH:15][C@@H:16]2[C:22](=[O:23])[NH:21][C:20]3[CH:24]=[CH:25][C:26](Br)=[CH:27][C:19]=3[CH2:18][CH2:17]2)=[O:14])=[N:11][N:12]=1)[C:2]1[CH:7]=[CH:6][CH:5]=[CH:4][CH:3]=1.CC1(C)C(C)(C)OB([C:37]2[CH:41]=[CH:40][N:39](C(OC(C)(C)C)=O)[N:38]=2)O1.C([O-])([O-])=O.[K+].[K+]. The catalyst is O1CCOCC1.O.C1C=CC([P]([Pd]([P](C2C=CC=CC=2)(C2C=CC=CC=2)C2C=CC=CC=2)([P](C2C=CC=CC=2)(C2C=CC=CC=2)C2C=CC=CC=2)[P](C2C=CC=CC=2)(C2C=CC=CC=2)C2C=CC=CC=2)(C2C=CC=CC=2)C2C=CC=CC=2)=CC=1. The product is [CH2:1]([C:8]1[NH:9][C:10]([C:13]([NH:15][C@@H:16]2[C:22](=[O:23])[NH:21][C:20]3[CH:24]=[CH:25][C:26]([C:37]4[CH:41]=[CH:40][NH:39][N:38]=4)=[CH:27][C:19]=3[CH2:18][CH2:17]2)=[O:14])=[N:11][N:12]=1)[C:2]1[CH:7]=[CH:6][CH:5]=[CH:4][CH:3]=1. The yield is 0.110. (6) The reactants are [Cl:1][C:2]1[S:3][C:4]([S:16](=[O:30])(=[O:29])[NH:17][C:18]2[CH:23]=[CH:22][C:21]([C:24]([O:26][CH3:27])=[O:25])=[C:20]([OH:28])[CH:19]=2)=[CH:5][C:6]=1[C:7]1[CH:8]=[C:9]([CH:13]=[CH:14][CH:15]=1)[C:10]([OH:12])=[O:11].[C:31](N1C=CN=C1)(N1C=CN=C1)=O.N1C=CC=CC=1.CO. No catalyst specified. The product is [Cl:1][C:2]1[S:3][C:4]([S:16]([NH:17][C:18]2[CH:23]=[CH:22][C:21]([C:24]([O:26][CH3:27])=[O:25])=[C:20]([OH:28])[CH:19]=2)(=[O:30])=[O:29])=[CH:5][C:6]=1[C:7]1[CH:15]=[CH:14][CH:13]=[C:9]([C:10]([O:12][CH3:31])=[O:11])[CH:8]=1. The yield is 0.720.